From a dataset of Reaction yield outcomes from USPTO patents with 853,638 reactions. Predict the reaction yield, written as a fraction of the theoretical maximum amount of product (1.0 means a 100% yield; for example, 0.34 means a 34% yield). (1) The reactants are FC(F)(F)C(OC(=O)C(F)(F)F)=O.[OH:14][C:15]1[C:23]([OH:24])=[CH:22][CH:21]=[CH:20][C:16]=1[C:17]([OH:19])=[O:18].[CH3:25][C:26]([CH3:28])=O. The catalyst is FC(F)(F)C(O)=O. The product is [OH:24][C:23]1[C:15]2[O:14][C:26]([CH3:28])([CH3:25])[O:18][C:17](=[O:19])[C:16]=2[CH:20]=[CH:21][CH:22]=1. The yield is 0.340. (2) The reactants are [O:1]1[CH:5]=[CH:4][CH:3]=[C:2]1[C:6]1[N:7]=[C:8]([NH:28][C:29]([C:31]2[CH:36]=[CH:35][N:34]=[CH:33][CH:32]=2)=[O:30])[S:9][C:10]=1[C:11]([C:13]1[CH:17]=[CH:16][N:15]([Si](C(C)C)(C(C)C)C(C)C)[CH:14]=1)=[O:12].Cl.C(=O)([O-])O.[Na+]. The catalyst is C(O)C. The product is [O:1]1[CH:5]=[CH:4][CH:3]=[C:2]1[C:6]1[N:7]=[C:8]([NH:28][C:29]([C:31]2[CH:32]=[CH:33][N:34]=[CH:35][CH:36]=2)=[O:30])[S:9][C:10]=1[C:11]([C:13]1[CH:17]=[CH:16][NH:15][CH:14]=1)=[O:12]. The yield is 0.820. (3) The reactants are [BH4-].[Na+].[N:3]1[C:12]2[C:7](=[CH:8][C:9]([CH2:13][N:14]3[C:18]4=[N:19][C:20]([C:23]5[CH:24]=[C:25]([CH:28]=[CH:29][CH:30]=5)[CH:26]=[O:27])=[CH:21][CH:22]=[C:17]4[N:16]=[N:15]3)=[CH:10][CH:11]=2)[CH:6]=[CH:5][CH:4]=1. The catalyst is CO. The product is [N:3]1[C:12]2[C:7](=[CH:8][C:9]([CH2:13][N:14]3[C:18]4=[N:19][C:20]([C:23]5[CH:24]=[C:25]([CH2:26][OH:27])[CH:28]=[CH:29][CH:30]=5)=[CH:21][CH:22]=[C:17]4[N:16]=[N:15]3)=[CH:10][CH:11]=2)[CH:6]=[CH:5][CH:4]=1. The yield is 0.240. (4) The reactants are [Cl-].O[NH3+:3].[C:4](=[O:7])([O-])[OH:5].[Na+].CS(C)=O.[CH3:13][O:14][CH:15]1[C:24]2[C:19](=[CH:20][CH:21]=[C:22]([N:25]3[C:30](=[O:31])[C:29]([CH2:32][C:33]4[CH:38]=[CH:37][C:36]([C:39]5[C:40]([C:45]#[N:46])=[CH:41][CH:42]=[CH:43][CH:44]=5)=[CH:35][CH:34]=4)=[C:28]([CH2:47][CH2:48][CH3:49])[N:27]=[C:26]3[CH3:50])[CH:23]=2)[O:18][C:17]([CH3:52])([CH3:51])[CH2:16]1. The catalyst is C(OCC)(=O)C. The product is [CH3:13][O:14][CH:15]1[C:24]2[C:19](=[CH:20][CH:21]=[C:22]([N:25]3[C:30](=[O:31])[C:29]([CH2:32][C:33]4[CH:38]=[CH:37][C:36]([C:39]5[CH:44]=[CH:43][CH:42]=[CH:41][C:40]=5[C:45]5[NH:3][C:4](=[O:7])[O:5][N:46]=5)=[CH:35][CH:34]=4)=[C:28]([CH2:47][CH2:48][CH3:49])[N:27]=[C:26]3[CH3:50])[CH:23]=2)[O:18][C:17]([CH3:51])([CH3:52])[CH2:16]1. The yield is 0.770. (5) The reactants are [N+:1]([C:4]1[CH:21]=[CH:20][C:7]([O:8][C:9]2[CH:10]=[C:11]3[C:15](=[CH:16][CH:17]=2)[C:14](=[O:18])[NH:13][C:12]3=[O:19])=[CH:6][CH:5]=1)([O-:3])=[O:2].[H-].[Na+].[CH3:24]I.O. The catalyst is CN(C=O)C. The product is [N+:1]([C:4]1[CH:21]=[CH:20][C:7]([O:8][C:9]2[CH:10]=[C:11]3[C:15](=[CH:16][CH:17]=2)[C:14](=[O:18])[N:13]([CH3:24])[C:12]3=[O:19])=[CH:6][CH:5]=1)([O-:3])=[O:2]. The yield is 0.830.